This data is from Catalyst prediction with 721,799 reactions and 888 catalyst types from USPTO. The task is: Predict which catalyst facilitates the given reaction. Reactant: [CH2:1]1[CH2:5][O:4][CH2:3][CH2:2]1.[Cl:6][C:7]1[CH:12]=[CH:11][CH:10]=[C:9]([F:13])[N:8]=1.[Li+].CC([N-]C(C)C)C.C1(=O)CCC1. Product: [Cl:6][C:7]1[N:8]=[C:9]([F:13])[C:10]([C:5]2([OH:4])[CH2:3][CH2:2][CH2:1]2)=[CH:11][CH:12]=1. The catalyst class is: 69.